From a dataset of Tox21: 12 toxicity assays (nuclear receptors and stress response pathways). Binary classification across 12 toxicity assays. (1) The drug is O=C(O)CC(Cl)C(=O)O. It tested positive (active) for: SR-ARE (Antioxidant Response Element (oxidative stress)), and SR-MMP (Mitochondrial Membrane Potential disruption). (2) It tested positive (active) for: NR-AhR (Aryl hydrocarbon Receptor agonist activity), NR-ER (Estrogen Receptor agonist activity), and SR-ATAD5 (ATAD5 genotoxicity (DNA damage)). The compound is c1ccc(-c2ccc(-c3ccccc3)cc2)cc1. (3) The drug is O=C([O-])C[C@H](O)CC(O)/C=C/c1c(C2CC2)nc2ccccc2c1-c1ccc(F)cc1.O=C([O-])C[C@H](O)C[C@H](O)/C=C/c1c(C2CC2)nc2ccccc2c1-c1ccc(F)cc1. It tested positive (active) for: NR-Aromatase (Aromatase enzyme inhibition). (4) The drug is CCCCCC(C=O)=Cc1ccccc1. It tested positive (active) for: NR-ER (Estrogen Receptor agonist activity). (5) The drug is c1cc(C(c2ccc(OCC3CO3)cc2)c2ccc(OCC3CO3)cc2)ccc1OCC1CO1. It tested positive (active) for: SR-ARE (Antioxidant Response Element (oxidative stress)), and SR-HSE (Heat Shock Element response). (6) The compound is CCCCC(O)(Cn1cncn1)c1ccc(Cl)cc1Cl. It tested positive (active) for: SR-MMP (Mitochondrial Membrane Potential disruption). (7) It tested positive (active) for: NR-AR (Androgen Receptor agonist activity), NR-AR-LBD (Androgen Receptor Ligand Binding Domain agonist), and NR-ER (Estrogen Receptor agonist activity). The drug is CC(=O)OCC(=O)[C@@]1(O)CC[C@H]2[C@@H]3CCC4=CC(=O)CC[C@]4(C)C3=CC[C@@]21C.